Dataset: Reaction yield outcomes from USPTO patents with 853,638 reactions. Task: Predict the reaction yield, written as a fraction of the theoretical maximum amount of product (1.0 means a 100% yield; for example, 0.34 means a 34% yield). (1) The reactants are [I:1][C:2]1[N:11]=[CH:10][C:9]2[CH2:8][CH2:7][C:6]3[C:12]([C:16]([O:18]CC)=O)=[N:13][N:14]([CH3:15])[C:5]=3[C:4]=2[N:3]=1.O.[NH4+:22]. The catalyst is CO. The product is [I:1][C:2]1[N:11]=[CH:10][C:9]2[CH2:8][CH2:7][C:6]3[C:12]([C:16]([NH2:22])=[O:18])=[N:13][N:14]([CH3:15])[C:5]=3[C:4]=2[N:3]=1. The yield is 0.540. (2) The reactants are [CH2:1]([O:3][C:4]([C:6]1[CH:7]=[N:8][C:9]2[C:14]([C:15]=1Cl)=[CH:13][CH:12]=[CH:11][C:10]=2[O:17][CH3:18])=[O:5])[CH3:2].[F:19][C:20]([F:26])([F:25])[CH2:21][CH2:22][CH2:23][NH2:24]. No catalyst specified. The product is [CH2:1]([O:3][C:4]([C:6]1[CH:7]=[N:8][C:9]2[C:14]([C:15]=1[NH:24][CH2:23][CH2:22][CH2:21][C:20]([F:26])([F:25])[F:19])=[CH:13][CH:12]=[CH:11][C:10]=2[O:17][CH3:18])=[O:5])[CH3:2]. The yield is 1.00.